Dataset: Forward reaction prediction with 1.9M reactions from USPTO patents (1976-2016). Task: Predict the product of the given reaction. (1) Given the reactants C([O:3][C:4](=[O:42])[CH:5]([OH:41])[CH2:6][NH:7][C:8](=[O:40])[C:9]1[CH:14]=[CH:13][C:12]([CH:15]([NH:28][C:29]([NH:31][C:32]2[CH:37]=[C:36]([Cl:38])[CH:35]=[C:34]([Cl:39])[CH:33]=2)=[O:30])[C:16]2[CH:21]=[CH:20][C:19]([C:22]3[CH2:27][CH2:26][CH2:25][CH2:24][CH:23]=3)=[CH:18][CH:17]=2)=[CH:11][CH:10]=1)C.[OH-].[Na+].Cl, predict the reaction product. The product is: [C:22]1([C:19]2[CH:18]=[CH:17][C:16]([CH:15]([NH:28][C:29]([NH:31][C:32]3[CH:33]=[C:34]([Cl:39])[CH:35]=[C:36]([Cl:38])[CH:37]=3)=[O:30])[C:12]3[CH:13]=[CH:14][C:9]([C:8]([NH:7][CH2:6][CH:5]([OH:41])[C:4]([OH:42])=[O:3])=[O:40])=[CH:10][CH:11]=3)=[CH:21][CH:20]=2)[CH2:27][CH2:26][CH2:25][CH2:24][CH:23]=1. (2) Given the reactants [F:1][C:2]1[CH:3]=[C:4]([NH:28][C:29]([NH:31][C:32](=[O:40])[CH2:33][C:34]2[CH:39]=[CH:38][CH:37]=[CH:36][CH:35]=2)=[S:30])[CH:5]=[CH:6][C:7]=1[O:8][C:9]1[CH:14]=[CH:13][N:12]=[C:11]2[CH:15]=[C:16]([C:18]3[CH:23]=[CH:22][C:21](S(C)(=O)=O)=[CH:20][CH:19]=3)[S:17][C:10]=12.FC1C=C(N)C=CC=1[O:48]C1C=CN=C2C=C(C3C=CC(S(C)(=O)=O)=CC=3)SC=12.NC1C=CC(OC2C=CN=C3C=C(C4C=CC(O)=CC=4)SC=23)=C(F)C=1, predict the reaction product. The product is: [F:1][C:2]1[CH:3]=[C:4]([NH:28][C:29]([NH:31][C:32](=[O:40])[CH2:33][C:34]2[CH:39]=[CH:38][CH:37]=[CH:36][CH:35]=2)=[S:30])[CH:5]=[CH:6][C:7]=1[O:8][C:9]1[CH:14]=[CH:13][N:12]=[C:11]2[CH:15]=[C:16]([C:18]3[CH:23]=[CH:22][C:21]([OH:48])=[CH:20][CH:19]=3)[S:17][C:10]=12. (3) Given the reactants [CH3:1][C:2]1[C:3]([CH2:7][CH2:8][OH:9])=[N:4][O:5][CH:6]=1.CC(C)=[O:12].OS(O)(=O)=O.O=[Cr](=O)=O, predict the reaction product. The product is: [CH3:1][C:2]1[C:3]([CH2:7][C:8]([OH:12])=[O:9])=[N:4][O:5][CH:6]=1. (4) The product is: [Br:22][C:21]1[C:12]([O:11][C:10]2[CH:9]=[CH:32][C:31]([C:33]([O:35][C:36]([CH3:37])([CH3:39])[CH3:38])=[O:34])=[CH:30][CH:29]=2)=[C:13]([Cl:28])[CH:14]=[C:15]2[C:20]=1[O:19][CH2:18][CH2:17][CH:16]2[C:23]([O:25][CH2:26][CH3:27])=[O:24]. Given the reactants N(OCC(C)C)=O.N[C:9]1[CH:32]=[C:31]([C:33]([O:35][C:36]([CH3:39])([CH3:38])[CH3:37])=[O:34])[CH:30]=[CH:29][C:10]=1[O:11][C:12]1[C:21]([Br:22])=[C:20]2[C:15]([CH:16]([C:23]([O:25][CH2:26][CH3:27])=[O:24])[CH2:17][CH2:18][O:19]2)=[CH:14][C:13]=1[Cl:28], predict the reaction product. (5) Given the reactants C[Si]([N-][Si](C)(C)C)(C)C.[Li+].[Cl:11][C:12]1[CH:25]=[CH:24][CH:23]=[CH:22][C:13]=1[C:14]([NH:16][C:17]1[CH:21]=[CH:20][NH:19][N:18]=1)=[O:15].[F:26][C:27]1[CH:34]=[CH:33][CH:32]=[C:31]([C:35]([F:38])([F:37])[F:36])[C:28]=1[CH2:29]Br, predict the reaction product. The product is: [Cl:11][C:12]1[CH:25]=[CH:24][CH:23]=[CH:22][C:13]=1[C:14]([NH:16][C:17]1[CH:21]=[CH:20][N:19]([CH2:29][C:28]2[C:31]([C:35]([F:36])([F:38])[F:37])=[CH:32][CH:33]=[CH:34][C:27]=2[F:26])[N:18]=1)=[O:15].